Dataset: Reaction yield outcomes from USPTO patents with 853,638 reactions. Task: Predict the reaction yield, written as a fraction of the theoretical maximum amount of product (1.0 means a 100% yield; for example, 0.34 means a 34% yield). (1) The reactants are [C:1]([C:3]1[CH:4]=[C:5]([C:13]2[S:17][C:16]([C:18]3[CH:26]=[CH:25][CH:24]=[C:23]4[C:19]=3[CH2:20][CH2:21][C@H:22]4[NH:27][S:28]([CH2:31][C:32]([OH:34])=O)(=[O:30])=[O:29])=[N:15][N:14]=2)[CH:6]=[CH:7][C:8]=1[O:9][CH:10]([CH3:12])[CH3:11])#[N:2].[CH3:35][N:36](C(ON1N=NC2C=CC=NC1=2)=[N+](C)C)[CH3:37].F[P-](F)(F)(F)(F)F.CCN(C(C)C)C(C)C.CNC. The catalyst is C(Cl)Cl. The product is [C:1]([C:3]1[CH:4]=[C:5]([C:13]2[S:17][C:16]([C:18]3[CH:26]=[CH:25][CH:24]=[C:23]4[C:19]=3[CH2:20][CH2:21][C@H:22]4[NH:27][S:28]([CH2:31][C:32]([N:36]([CH3:37])[CH3:35])=[O:34])(=[O:29])=[O:30])=[N:15][N:14]=2)[CH:6]=[CH:7][C:8]=1[O:9][CH:10]([CH3:11])[CH3:12])#[N:2]. The yield is 0.660. (2) The reactants are [CH:1]1([C:4](=[O:13])[CH2:5][C:6](=O)[C:7]([O:9][CH2:10][CH3:11])=[O:8])[CH2:3][CH2:2]1.Cl.[NH2:15]O. The catalyst is CCO. The product is [CH:1]1([C:4]2[O:13][N:15]=[C:6]([C:7]([O:9][CH2:10][CH3:11])=[O:8])[CH:5]=2)[CH2:3][CH2:2]1. The yield is 0.840. (3) The reactants are Br[C:2]1[C:10]2[C:5](=[CH:6][CH:7]=[C:8]([C:11]#[N:12])[CH:9]=2)[N:4](C2CCCCO2)[N:3]=1.[O:19]1[C:24]2[CH:25]=[CH:26][C:27](B(O)O)=[CH:28][C:23]=2[O:22][CH2:21][CH2:20]1.ClCCl.P([O-])([O-])([O-])=O.[K+].[K+].[K+].Cl. The catalyst is COCCOC.O.CO. The product is [O:19]1[C:24]2[CH:25]=[CH:26][C:27]([C:2]3[C:10]4[C:5](=[CH:6][CH:7]=[C:8]([C:11]#[N:12])[CH:9]=4)[NH:4][N:3]=3)=[CH:28][C:23]=2[O:22][CH2:21][CH2:20]1. The yield is 0.710. (4) The reactants are [CH:1]1[C:11]2[C:10]3[CH2:12][CH2:13][CH:14]=[CH:15][C:9]=3[CH:8]=[CH:7][C:6](=[CH:16][C:17]([NH:19][CH2:20][CH2:21][CH2:22][CH2:23][CH2:24][C:25]([OH:27])=O)=[O:18])[C:5]=2[CH:4]=[CH:3][CH:2]=1.C(N(CC)CC)C.ClC(OCC)=O.[NH2:41][OH:42]. The catalyst is [Cl-].[Na+].O.CN(C=O)C. The product is [CH:1]1[C:11]2[C:10]3[CH2:12][CH2:13][CH:14]=[CH:15][C:9]=3[CH:8]=[CH:7][C:6](=[CH:16][C:17]([NH:19][CH2:20][CH2:21][CH2:22][CH2:23][CH2:24][C:25]([NH:41][OH:42])=[O:27])=[O:18])[C:5]=2[CH:4]=[CH:3][CH:2]=1. The yield is 0.470. (5) The reactants are [CH3:1][C:2]([CH3:52])([O:4][C:5](=[O:51])[N:6]([CH3:50])[C@@H:7]([CH3:49])[C:8](=[O:48])[NH:9][C@H:10]([C:20]([N:22]1[C@H:31]([C:32](=[O:44])[NH:33][C@H:34]2[C:43]3[C:38](=[CH:39][CH:40]=[CH:41][CH:42]=3)[CH2:37][CH2:36][CH2:35]2)[CH2:30][C:29]2[C:24](=[CH:25][C:26]([N+:45]([O-])=O)=[CH:27][CH:28]=2)[CH2:23]1)=[O:21])[C:11]([CH3:19])([CH3:18])[S:12][CH2:13][C:14]([O:16][CH3:17])=[O:15])[CH3:3].CO. The catalyst is [OH-].[OH-].[Pd+2].C1(C)C=CC=CC=1. The product is [NH2:45][C:26]1[CH:25]=[C:24]2[C:29]([CH2:30][C@@H:31]([C:32](=[O:44])[NH:33][C@H:34]3[C:43]4[C:38](=[CH:39][CH:40]=[CH:41][CH:42]=4)[CH2:37][CH2:36][CH2:35]3)[N:22]([C:20]([C@H:10]([C:11]([CH3:18])([CH3:19])[S:12][CH2:13][C:14]([O:16][CH3:17])=[O:15])[NH:9][C:8](=[O:48])[C@H:7]([CH3:49])[N:6]([CH3:50])[C:5](=[O:51])[O:4][C:2]([CH3:52])([CH3:3])[CH3:1])=[O:21])[CH2:23]2)=[CH:28][CH:27]=1. The yield is 0.840. (6) The reactants are [OH:1][CH2:2][CH2:3][C:4]1([CH2:8][CH2:9][OH:10])[CH2:7][O:6][CH2:5]1.CCN(CC)CC.[CH3:18][S:19](Cl)(=[O:21])=[O:20]. The catalyst is C(Cl)Cl.O. The product is [CH3:18][S:19]([O:1][CH2:2][CH2:3][C:4]1([CH2:8][CH2:9][O:10][S:19]([CH3:18])(=[O:21])=[O:20])[CH2:7][O:6][CH2:5]1)(=[O:21])=[O:20]. The yield is 0.740.